From a dataset of Reaction yield outcomes from USPTO patents with 853,638 reactions. Predict the reaction yield, written as a fraction of the theoretical maximum amount of product (1.0 means a 100% yield; for example, 0.34 means a 34% yield). (1) The reactants are C1(C(C2C=CC=CC=2)[N:8]2[C:16]3[C:11](=[CH:12][CH:13]=[CH:14][CH:15]=3)[C:10]3([CH2:20][O:19][C:18]4=[CH:21][C:22]5[CH2:26][CH2:25][O:24][C:23]=5[CH:27]=[C:17]34)[C:9]2=[O:28])C=CC=CC=1.[H][H]. The catalyst is C(O)(=O)C.[OH-].[Pd+2].[OH-]. The product is [NH:8]1[C:16]2[C:11](=[CH:12][CH:13]=[CH:14][CH:15]=2)[C:10]2([CH2:20][O:19][C:18]3=[CH:21][C:22]4[CH2:26][CH2:25][O:24][C:23]=4[CH:27]=[C:17]23)[C:9]1=[O:28]. The yield is 0.690. (2) The reactants are [CH3:1][C:2]1[O:3][C:4]([CH3:15])=[C:5]([C:7](=[N:13]O)[CH2:8][CH2:9][CH:10]([CH3:12])[CH3:11])[N:6]=1. The catalyst is CCO.[Ni]. The product is [CH3:1][C:2]1[O:3][C:4]([CH3:15])=[C:5]([CH:7]([NH2:13])[CH2:8][CH2:9][CH:10]([CH3:11])[CH3:12])[N:6]=1. The yield is 0.765. (3) The reactants are [CH2:1]([S-:3])[CH3:2].[Na+].[NH2:5][C:6]1[CH:7]=[C:8]([CH:11]=[CH:12][C:13]=1Cl)[C:9]#[N:10]. The catalyst is CN(C=O)C.CCOC(C)=O. The product is [NH2:5][C:6]1[CH:7]=[C:8]([CH:11]=[CH:12][C:13]=1[S:3][CH2:1][CH3:2])[C:9]#[N:10]. The yield is 0.930. (4) The reactants are [F:1][C:2]1[CH:7]=[CH:6][C:5]([C:8]2[C:12]([CH2:13][O:14][C:15]3[CH:16]=[C:17]([C:21]([OH:23])=O)[N:18]([CH3:20])[N:19]=3)=[C:11]([CH3:24])[O:10][N:9]=2)=[CH:4][CH:3]=1.O.ON1C2C=CC=CC=2N=N1.C(N(C(C)C)C(C)C)C.[NH2:45][C:46]([CH3:50])([CH3:49])[CH2:47][OH:48].[Cl-].[Na+]. The catalyst is C1COCC1. The product is [OH:48][CH2:47][C:46]([NH:45][C:21]([C:17]1[N:18]([CH3:20])[N:19]=[C:15]([O:14][CH2:13][C:12]2[C:8]([C:5]3[CH:4]=[CH:3][C:2]([F:1])=[CH:7][CH:6]=3)=[N:9][O:10][C:11]=2[CH3:24])[CH:16]=1)=[O:23])([CH3:50])[CH3:49]. The yield is 0.940. (5) The reactants are O[CH:2]1[C:10]2[C:5](=[C:6]([I:13])[CH:7]=[C:8]([Cl:12])[C:9]=2[Cl:11])[C:4](=[O:14])[N:3]1C(C)(C1C=CC=CC=1)C.FC(F)(F)C(O)=O.C([SiH](CC)CC)C. The catalyst is [N+](C)([O-])=O. The product is [Cl:11][C:9]1[C:8]([Cl:12])=[CH:7][C:6]([I:13])=[C:5]2[C:10]=1[CH2:2][NH:3][C:4]2=[O:14]. The yield is 0.740. (6) The reactants are C([O:5][C:6]([C:8]1[CH:30]=[CH:29][C:11]([O:12][C:13]2[CH:22]=[C:21]3[C:16]([CH:17]([C:23]([O:25][CH3:26])=[O:24])[CH2:18][CH2:19][O:20]3)=[CH:15][C:14]=2[C:27]#[N:28])=[CH:10][CH:9]=1)=[O:7])(C)(C)C.FC(F)(F)C(O)=O. The catalyst is ClCCl.CCOC(C)=O. The product is [C:27]([C:14]1[CH:15]=[C:16]2[C:21](=[CH:22][C:13]=1[O:12][C:11]1[CH:29]=[CH:30][C:8]([C:6]([OH:7])=[O:5])=[CH:9][CH:10]=1)[O:20][CH2:19][CH2:18][CH:17]2[C:23]([O:25][CH3:26])=[O:24])#[N:28]. The yield is 0.819.